From a dataset of Full USPTO retrosynthesis dataset with 1.9M reactions from patents (1976-2016). Predict the reactants needed to synthesize the given product. (1) Given the product [OH:6][CH:8]([CH:4]([OH:5])[C:2](=[O:3])[CH3:1])[C:9](=[O:11])[CH3:10], predict the reactants needed to synthesize it. The reactants are: [CH3:1][C:2]([CH:4]=[O:5])=[O:3].[OH2:6].O[CH2:8][C:9](=[O:11])[CH3:10]. (2) Given the product [CH:1]1([CH2:4][CH2:5][NH:6][C:7]([C:9]2[N:10]=[N:11][C:12]([N:19]3[CH2:20][CH2:21][N:16]([C:22]([CH:24]4[CH2:28][CH2:27][CH2:26][O:25]4)=[O:23])[CH2:17][CH2:18]3)=[CH:13][CH:14]=2)=[O:8])[CH2:3][CH2:2]1, predict the reactants needed to synthesize it. The reactants are: [CH:1]1([CH2:4][CH2:5][NH:6][C:7]([C:9]2[N:10]=[N:11][C:12](Cl)=[CH:13][CH:14]=2)=[O:8])[CH2:3][CH2:2]1.[N:16]1([C:22]([CH:24]2[CH2:28][CH2:27][CH2:26][O:25]2)=[O:23])[CH2:21][CH2:20][NH:19][CH2:18][CH2:17]1. (3) Given the product [CH3:12][N:4]([CH2:3][CH2:2][NH:1][C:19]([C:21]1[S:22][CH:23]=[CH:24][C:25]=1[NH:26][C:27]1[C:28]2[CH:35]=[CH:34][NH:33][C:29]=2[N:30]=[CH:31][N:32]=1)=[O:18])[C:5](=[O:11])[O:6][C:7]([CH3:8])([CH3:9])[CH3:10], predict the reactants needed to synthesize it. The reactants are: [NH2:1][CH2:2][CH2:3][N:4]([CH3:12])[C:5](=[O:11])[O:6][C:7]([CH3:10])([CH3:9])[CH3:8].C[Al](C)C.C[O:18][C:19]([C:21]1[S:22][CH:23]=[CH:24][C:25]=1[NH:26][C:27]1[C:28]2[CH:35]=[CH:34][NH:33][C:29]=2[N:30]=[CH:31][N:32]=1)=O.O. (4) Given the product [F:29][C:30]1[CH:35]=[C:34]([F:36])[CH:33]=[CH:32][C:31]=1[C:37]1[N:39]=[C:26]([CH:12]2[CH2:13][CH:14]([C:16]3[CH:17]=[CH:18][C:19]([C:22]([F:24])([F:25])[F:23])=[CH:20][CH:21]=3)[CH2:15][N:10]([C:8]([N:5]3[CH2:6][CH2:7][CH:2]([OH:1])[CH2:3][CH2:4]3)=[O:9])[CH2:11]2)[O:27][N:38]=1, predict the reactants needed to synthesize it. The reactants are: [OH:1][CH:2]1[CH2:7][CH2:6][N:5]([C:8]([N:10]2[CH2:15][CH:14]([C:16]3[CH:21]=[CH:20][C:19]([C:22]([F:25])([F:24])[F:23])=[CH:18][CH:17]=3)[CH2:13][CH:12]([C:26](O)=[O:27])[CH2:11]2)=[O:9])[CH2:4][CH2:3]1.[F:29][C:30]1[CH:35]=[C:34]([F:36])[CH:33]=[CH:32][C:31]=1[C:37](=[N:39]O)[NH2:38]. (5) Given the product [NH2:15][C:6]1[CH:5]=[C:4]2[C:9]([CH2:10][CH2:11][N:2]([CH3:1])[C:3]2=[O:12])=[CH:8][CH:7]=1, predict the reactants needed to synthesize it. The reactants are: [CH3:1][N:2]1[CH:11]=[CH:10][C:9]2[C:4](=[CH:5][CH:6]=[CH:7][CH:8]=2)[C:3]1=[O:12].[H][H].[N+:15]([O-])(O)=O. (6) Given the product [Cl-:21].[CH3:1][O:2][C:3](=[O:13])[C:4]1[CH:12]=[CH:11][C:7]([C:8]([OH:10])=[O:9])=[CH:6][CH:5]=1.[CH:23]([N:26]([CH2:30][CH3:31])[CH:27]([CH3:29])[CH3:28])([CH3:25])[CH3:24], predict the reactants needed to synthesize it. The reactants are: [CH3:1][O:2][C:3](=[O:13])[C:4]1[CH:12]=[CH:11][C:7]([C:8]([OH:10])=[O:9])=[CH:6][CH:5]=1.CN(C)C=O.S(Cl)([Cl:21])=O.[CH:23]([N:26]([CH2:30][CH3:31])[CH:27]([CH3:29])[CH3:28])([CH3:25])[CH3:24]. (7) Given the product [CH3:1][O:2][C:3](=[O:13])[C:4]1[C:9]([CH3:10])=[CH:8][C:7]([F:11])=[CH:6][C:5]=1[C:14]#[N:15], predict the reactants needed to synthesize it. The reactants are: [CH3:1][O:2][C:3](=[O:13])[C:4]1[C:9]([CH3:10])=[CH:8][C:7]([F:11])=[CH:6][C:5]=1I.[CH3:14][N:15](C=O)C. (8) Given the product [F:22][C:23]1[CH:24]=[CH:25][C:26]([CH3:31])=[C:27]([N:29]2[C:5]([C:7]3[CH:17]=[CH:16][C:10]4[O:11][CH2:12][C:13](=[O:15])[NH:14][C:9]=4[CH:8]=3)=[CH:4][C:3]([C:2]([F:20])([F:19])[F:1])=[N:30]2)[CH:28]=1, predict the reactants needed to synthesize it. The reactants are: [F:1][C:2]([F:20])([F:19])[C:3](=O)[CH2:4][C:5]([C:7]1[CH:17]=[CH:16][C:10]2[O:11][CH2:12][C:13](=[O:15])[NH:14][C:9]=2[CH:8]=1)=O.Cl.[F:22][C:23]1[CH:24]=[CH:25][C:26]([CH3:31])=[C:27]([NH:29][NH2:30])[CH:28]=1.